Predict the reaction yield, written as a fraction of the theoretical maximum amount of product (1.0 means a 100% yield; for example, 0.34 means a 34% yield). From a dataset of Reaction yield outcomes from USPTO patents with 853,638 reactions. (1) The reactants are C1(P(C2C=CC=CC=2)C2C=CC=CC=2)C=CC=CC=1.BrN1C(=O)CCC1=O.[CH:28]1([CH2:33][C@H:34]([C:38]2[CH:43]=[CH:42][C:41]([Cl:44])=[C:40]([Cl:45])[CH:39]=2)[C:35]([OH:37])=O)[CH2:32][CH2:31][CH2:30][CH2:29]1.[Cl:46][C:47]1[CH:48]=[CH:49][C:50]([NH2:53])=[N:51][CH:52]=1.N1C=CC=CC=1. The catalyst is C(Cl)Cl.O. The product is [Cl:46][C:47]1[CH:48]=[CH:49][C:50]([NH:53][C:35](=[O:37])[C@@H:34]([C:38]2[CH:43]=[CH:42][C:41]([Cl:44])=[C:40]([Cl:45])[CH:39]=2)[CH2:33][CH:28]2[CH2:29][CH2:30][CH2:31][CH2:32]2)=[N:51][CH:52]=1. The yield is 0.840. (2) The reactants are [C:1]([O:5][C:6]([NH:8][CH:9]1[C:27](=[O:28])[N:26]2[CH:22]([CH2:23][CH:24]([OH:29])[CH2:25]2)[C:21](=[O:30])[NH:20][C:19]2([C:31]([OH:33])=[O:32])[CH:17]([CH2:18]2)[CH:16]=[CH:15][CH2:14][CH2:13][CH2:12][CH2:11][CH2:10]1)=[O:7])([CH3:4])([CH3:3])[CH3:2].CC(C)([O-])C.[K+].F[C:41]1[CH:46]=[CH:45][CH:44]=[CH:43][N:42]=1. The catalyst is CS(C)=O. The product is [C:1]([O:5][C:6]([NH:8][CH:9]1[C:27](=[O:28])[N:26]2[CH:22]([CH2:23][CH:24]([O:29][C:41]3[CH:46]=[CH:45][CH:44]=[CH:43][N:42]=3)[CH2:25]2)[C:21](=[O:30])[NH:20][C:19]2([C:31]([OH:33])=[O:32])[CH:17]([CH2:18]2)[CH:16]=[CH:15][CH2:14][CH2:13][CH2:12][CH2:11][CH2:10]1)=[O:7])([CH3:4])([CH3:2])[CH3:3]. The yield is 0.560. (3) The reactants are [F:1][C:2]1[CH:3]=[C:4]([C:8]2[S:9][C:10]([N:13]([C:21]([O:23][C:24]([CH3:27])([CH3:26])[CH3:25])=[O:22])[C:14]([O:16][C:17]([CH3:20])([CH3:19])[CH3:18])=[O:15])=[CH:11][N:12]=2)[CH:5]=[N:6][CH:7]=1.[B-](F)(F)(F)[F:29].[B-](F)(F)(F)F.C1[N+]2(CCl)CC[N+](F)(CC2)C1.O. The catalyst is C(#N)C.CN(C=O)C. The product is [F:29][C:11]1[N:12]=[C:8]([C:4]2[CH:5]=[N:6][CH:7]=[C:2]([F:1])[CH:3]=2)[S:9][C:10]=1[N:13]([C:14]([O:16][C:17]([CH3:18])([CH3:19])[CH3:20])=[O:15])[C:21]([O:23][C:24]([CH3:27])([CH3:26])[CH3:25])=[O:22]. The yield is 0.820. (4) The reactants are [CH2:1]([O:3][CH:4]([O:8][CH2:9][CH3:10])[C@@H:5]([NH2:7])[CH3:6])[CH3:2].[S:11]1[CH:15]=[C:14]([CH:16]=O)[C:13]2[CH:18]=[CH:19][CH:20]=[CH:21][C:12]1=2. No catalyst specified. The product is [S:11]1[CH:15]=[C:14]([CH2:16][NH:7][C@@H:5]([CH3:6])[CH:4]([O:8][CH2:9][CH3:10])[O:3][CH2:1][CH3:2])[C:13]2[CH:18]=[CH:19][CH:20]=[CH:21][C:12]1=2. The yield is 0.970. (5) The yield is 0.580. The product is [CH2:19]([N:3]1[CH2:4][CH2:5][O:1][C:2]1=[O:6])[CH:18]=[C:17]([CH3:23])[CH3:22]. The reactants are [O:1]1[CH2:5][CH2:4][NH:3][C:2]1=[O:6].C[Si]([N-][Si](C)(C)C)(C)C.[K+].[C:17]1([CH3:23])[CH:22]=CC=[CH:19][CH:18]=1. The catalyst is C1COCC1.